This data is from Forward reaction prediction with 1.9M reactions from USPTO patents (1976-2016). The task is: Predict the product of the given reaction. The product is: [Cl:19][C:10]1[CH:11]=[C:12]([C:13]([OH:15])=[O:14])[C:7]2[CH:6]=[N:5][N:4]([CH:2]([CH3:3])[CH3:1])[C:8]=2[N:9]=1. Given the reactants [CH3:1][CH:2]([N:4]1[C:8]2[NH:9][C:10](=O)[CH:11]=[C:12]([C:13]([OH:15])=[O:14])[C:7]=2[CH:6]=[N:5]1)[CH3:3].P(Cl)(Cl)([Cl:19])=O, predict the reaction product.